This data is from Reaction yield outcomes from USPTO patents with 853,638 reactions. The task is: Predict the reaction yield, written as a fraction of the theoretical maximum amount of product (1.0 means a 100% yield; for example, 0.34 means a 34% yield). (1) The reactants are Br[C:2]1[N:3]=[C:4]([NH:23][CH2:24][CH:25]([CH3:27])[CH3:26])[C:5]2[N:6]([C:8]([C:11]3[CH:22]=[CH:21][C:14]([C:15]([NH:17][CH:18]4[CH2:20][CH2:19]4)=[O:16])=[CH:13][CH:12]=3)=[CH:9][N:10]=2)[CH:7]=1.[NH2:28][C:29]1[CH:34]=[CH:33][CH:32]=[CH:31][CH:30]=1.[C:35](=O)([O-])[O-:36].[Na+].[Na+].F[B-](F)(F)F.C([PH+](C(C)(C)C)C(C)(C)C)(C)(C)C. The catalyst is O1CCOCC1.O.[C]=O.[Mo].C([O-])(=O)C.[Pd+2].C([O-])(=O)C. The product is [CH:18]1([NH:17][C:15]([C:14]2[CH:21]=[CH:22][C:11]([C:8]3[N:6]4[CH:7]=[C:2]([C:35]([NH:28][C:29]5[CH:34]=[CH:33][CH:32]=[CH:31][CH:30]=5)=[O:36])[N:3]=[C:4]([NH:23][CH2:24][CH:25]([CH3:27])[CH3:26])[C:5]4=[N:10][CH:9]=3)=[CH:12][CH:13]=2)=[O:16])[CH2:20][CH2:19]1. The yield is 0.0900. (2) The reactants are C([O:8][C:9]1[C:17]([C:18](=[O:28])[N:19]([CH3:27])[CH2:20][C:21]2[S:22][CH:23]=[C:24]([CH3:26])[N:25]=2)=[CH:16][CH:15]=[CH:14][C:10]=1[C:11]([OH:13])=[O:12])C1C=CC=CC=1. The catalyst is CO.[OH-].[OH-].[Pd+2]. The product is [OH:8][C:9]1[C:17]([C:18](=[O:28])[N:19]([CH3:27])[CH2:20][C:21]2[S:22][CH:23]=[C:24]([CH3:26])[N:25]=2)=[CH:16][CH:15]=[CH:14][C:10]=1[C:11]([OH:13])=[O:12]. The yield is 0.910. (3) The reactants are COC1C=CC(C([NH:20][C:21]2[N:29]=[CH:28][N:27]=[C:26]3[C:22]=2[N:23]=[CH:24][N:25]3[C@H:30]2[O:35][C@@H:34]([CH2:36][O:37]C(C3C=CC=CC=3)(C3C=CC=CC=3)C3C=CC(OC)=CC=3)[C@H:32]([OH:33])[CH2:31]2)(C2C=CC=CC=2)C2C=CC=CC=2)=CC=1. The catalyst is C(O)(=O)C. The product is [CH2:31]1[C@@H:30]([N:25]2[C:26]3[N:27]=[CH:28][N:29]=[C:21]([NH2:20])[C:22]=3[N:23]=[CH:24]2)[O:35][C@@H:34]([CH2:36][OH:37])[C@@H:32]1[OH:33]. The yield is 0.830.